This data is from Reaction yield outcomes from USPTO patents with 853,638 reactions. The task is: Predict the reaction yield, written as a fraction of the theoretical maximum amount of product (1.0 means a 100% yield; for example, 0.34 means a 34% yield). (1) The reactants are [CH2:1]([O:3][C:4]([CH:6]1[CH2:8][CH:7]1[CH:9]([C:11]1[CH:12]=[C:13]2[C:17](=[CH:18][CH:19]=1)[NH:16][CH:15]=[C:14]2[C:20]#[N:21])O)=[O:5])[CH3:2].FC(F)(F)C(O)=O.C([SiH](CC)CC)C. The catalyst is ClCCl.[OH-].[Na+]. The product is [CH2:1]([O:3][C:4]([CH:6]1[CH2:8][CH:7]1[CH2:9][C:11]1[CH:12]=[C:13]2[C:17](=[CH:18][CH:19]=1)[NH:16][CH:15]=[C:14]2[C:20]#[N:21])=[O:5])[CH3:2]. The yield is 0.560. (2) The reactants are [OH-].[Na+].[Cl:3][C:4]1[CH:5]=[C:6]2[CH:12]=[CH:11][NH:10][C:7]2=[N:8][CH:9]=1.C1(C)C=CC=CC=1.Br[CH2:21][CH2:22][C:23]([O:25]C)=[O:24]. The catalyst is O.[Br-].C([N+](CCCC)(CCCC)CCCC)CCC. The product is [Cl:3][C:4]1[CH:5]=[C:6]2[CH:12]=[CH:11][N:10]([CH2:21][CH2:22][C:23]([OH:25])=[O:24])[C:7]2=[N:8][CH:9]=1. The yield is 0.900. (3) The reactants are [F:1][C:2]1[CH:3]=[C:4]([C:8]2([CH2:21][CH2:22][N:23]3[C@H:28]4[CH2:29][CH2:30][C@@H:24]3[CH2:25][CH:26]([N:31]3[C:35]5[CH:36]=[CH:37][CH:38]=[CH:39][C:34]=5[N:33]=[C:32]3[CH3:40])[CH2:27]4)[CH2:13][CH2:12][N:11]([C:14](=[O:20])[C@@H:15]3[CH2:19][CH2:18][CH2:17][NH:16]3)[CH2:10][CH2:9]2)[CH:5]=[CH:6][CH:7]=1.[Cl:41][CH:42]([Cl:46])[C:43](Cl)=[O:44].CCN(C(C)C)C(C)C. No catalyst specified. The product is [Cl:41][CH:42]([Cl:46])[C:43]([N:16]1[CH2:17][CH2:18][CH2:19][C@H:15]1[C:14]([N:11]1[CH2:12][CH2:13][C:8]([CH2:21][CH2:22][N:23]2[C@H:28]3[CH2:29][CH2:30][C@@H:24]2[CH2:25][CH:26]([N:31]2[C:35]4[CH:36]=[CH:37][CH:38]=[CH:39][C:34]=4[N:33]=[C:32]2[CH3:40])[CH2:27]3)([C:4]2[CH:5]=[CH:6][CH:7]=[C:2]([F:1])[CH:3]=2)[CH2:9][CH2:10]1)=[O:20])=[O:44]. The yield is 0.490. (4) The reactants are [CH3:1][O:2][C:3]1[CH:22]=[CH:21][C:6]([CH2:7][N:8]2[CH:12]=[C:11]([C:13]3[CH:18]=[CH:17][CH:16]=[CH:15][CH:14]=3)[N:10]=[C:9]2[CH2:19][OH:20])=[CH:5][CH:4]=1.C(N(CC)C(C)C)(C)C.[Si:32](Cl)([C:35]([CH3:38])([CH3:37])[CH3:36])([CH3:34])[CH3:33]. The catalyst is C(Cl)Cl. The product is [CH3:1][O:2][C:3]1[CH:4]=[CH:5][C:6]([CH2:7][N:8]2[CH:12]=[C:11]([C:13]3[CH:18]=[CH:17][CH:16]=[CH:15][CH:14]=3)[N:10]=[C:9]2[CH2:19][O:20][Si:32]([C:35]([CH3:38])([CH3:37])[CH3:36])([CH3:34])[CH3:33])=[CH:21][CH:22]=1. The yield is 0.900. (5) The reactants are [NH2:1][C@@H:2]([CH3:19])[C@@H:3]([NH:11][C:12](=[O:18])[O:13][C:14]([CH3:17])([CH3:16])[CH3:15])[CH2:4][CH:5]1[CH2:10][CH2:9][CH2:8][CH2:7][CH2:6]1.CCN(CC)CC.[C:27](Cl)([O:29][CH2:30][C:31]1[CH:36]=[CH:35][CH:34]=[CH:33][CH:32]=1)=[O:28]. The product is [C:14]([O:13][C:12]([NH:11][C@@H:3]([CH2:4][CH:5]1[CH2:10][CH2:9][CH2:8][CH2:7][CH2:6]1)[C@@H:2]([NH:1][C:27](=[O:28])[O:29][CH2:30][C:31]1[CH:36]=[CH:35][CH:34]=[CH:33][CH:32]=1)[CH3:19])=[O:18])([CH3:15])([CH3:17])[CH3:16]. The yield is 0.510. The catalyst is CO. (6) The reactants are [Cl:1][C:2]1[C:7]([OH:8])=[CH:6][C:5]([Cl:9])=[C:4]([C:10]2[CH:15]=[CH:14][C:13]([CH3:16])=[CH:12][CH:11]=2)[N:3]=1.O[CH2:18][C@@H:19]1[CH2:23][CH2:22][N:21]([C:24]([O:26][C:27]([CH3:30])([CH3:29])[CH3:28])=[O:25])[CH2:20]1.C1(P(C2C=CC=CC=2)C2C=CC=CC=2)C=CC=CC=1.N(C(OCC)=O)=NC(OCC)=O. The catalyst is O1CCCC1. The product is [Cl:1][C:2]1[C:7]([O:8][CH2:18][C@@H:19]2[CH2:23][CH2:22][N:21]([C:24]([O:26][C:27]([CH3:28])([CH3:30])[CH3:29])=[O:25])[CH2:20]2)=[CH:6][C:5]([Cl:9])=[C:4]([C:10]2[CH:15]=[CH:14][C:13]([CH3:16])=[CH:12][CH:11]=2)[N:3]=1. The yield is 0.700. (7) The reactants are I[C:2]1[C:10]2[C:5](=[N:6][CH:7]=[C:8]([C:11]3[CH:12]=[C:13]([O:17]S(C4C=CC(C)=CC=4)(=O)=O)[CH:14]=[CH:15][CH:16]=3)[CH:9]=2)[N:4](S(C2C=CC(C)=CC=2)(=O)=O)[CH:3]=1.[O:38]1[CH:42]=[CH:41][C:40](B(O)O)=[CH:39]1.C(#N)C.C(=O)([O-])[O-].[Na+].[Na+]. The catalyst is O.CN(C=O)C.Cl[Pd-2](Cl)(P(C1C=CC=CC=1)(C1C=CC=CC=1)C1C=CC=CC=1)P(C1C=CC=CC=1)(C1C=CC=CC=1)C1C=CC=CC=1. The product is [O:38]1[CH:42]=[CH:41][C:40]([C:2]2[C:10]3[C:5](=[N:6][CH:7]=[C:8]([C:11]4[CH:12]=[C:13]([OH:17])[CH:14]=[CH:15][CH:16]=4)[CH:9]=3)[NH:4][CH:3]=2)=[CH:39]1. The yield is 0.560. (8) The reactants are [Cl:1][C:2]1[CH:3]=[C:4]([C:9](Cl)=[N:10][OH:11])[CH:5]=[N:6][C:7]=1[Cl:8].C(N(CC)CC)C.[CH3:20][C:21](=[CH2:23])[CH3:22]. The catalyst is CCOCC. The product is [Cl:8][C:7]1[C:2]([Cl:1])=[CH:3][C:4]([C:9]2[CH2:20][C:21]([CH3:23])([CH3:22])[O:11][N:10]=2)=[CH:5][N:6]=1. The yield is 0.660. (9) The catalyst is CN(C=O)C. The yield is 0.600. The reactants are [F:1][C:2]1([F:8])[CH2:6][CH2:5][C@@H:4]([NH2:7])[CH2:3]1.Cl[C:10]1[N:15]=[C:14]([NH:16][C@@H:17]2[CH2:22][CH2:21][C@H:20]([C:23]([NH2:25])=[O:24])[CH2:19][CH2:18]2)[C:13]([N+:26]([O-:28])=[O:27])=[CH:12][N:11]=1.CCN(C(C)C)C(C)C. The product is [F:1][C:2]1([F:8])[CH2:6][CH2:5][C@@H:4]([NH:7][C:10]2[N:15]=[C:14]([NH:16][C@@H:17]3[CH2:22][CH2:21][C@H:20]([C:23]([NH2:25])=[O:24])[CH2:19][CH2:18]3)[C:13]([N+:26]([O-:28])=[O:27])=[CH:12][N:11]=2)[CH2:3]1. (10) The reactants are [F:1][C:2]1[CH:3]=[N:4][CH:5]=[C:6]([F:29])[C:7]=1[C:8]1[N:9]=[C:10]2[CH:15]=[CH:14][CH:13]=[C:12](F)[N:11]2[C:17]=1[NH:18][C:19]1[CH:28]=[CH:27][C:22]2[O:23][CH2:24][CH2:25][O:26][C:21]=2[CH:20]=1.[F:30]C(O)C.C1C[O:37][CH2:36][CH2:35]1. No catalyst specified. The product is [F:29][C:6]1[CH:5]=[N:4][CH:3]=[C:2]([F:1])[C:7]=1[C:8]1[N:9]=[C:10]2[CH:15]=[CH:14][CH:13]=[C:12]([O:37][CH2:36][CH2:35][F:30])[N:11]2[C:17]=1[NH:18][C:19]1[CH:28]=[CH:27][C:22]2[O:23][CH2:24][CH2:25][O:26][C:21]=2[CH:20]=1. The yield is 0.430.